This data is from Catalyst prediction with 721,799 reactions and 888 catalyst types from USPTO. The task is: Predict which catalyst facilitates the given reaction. (1) Reactant: [Cl:1][C:2]1[CH:3]=[C:4]([C:9](=[O:14])[C:10]([F:13])([F:12])[F:11])[CH:5]=[C:6]([Cl:8])[CH:7]=1.[BH4-].[Na+].[OH-].[Na+].[Cl-].[NH4+]. Product: [Cl:1][C:2]1[CH:3]=[C:4]([CH:9]([OH:14])[C:10]([F:11])([F:12])[F:13])[CH:5]=[C:6]([Cl:8])[CH:7]=1. The catalyst class is: 5. (2) Reactant: [NH2:1][C:2]1[CH:10]=[CH:9][C:5]([C:6]([OH:8])=[O:7])=[CH:4][N:3]=1.[CH3:11]O. Product: [CH3:11][O:7][C:6](=[O:8])[C:5]1[CH:9]=[CH:10][C:2]([NH2:1])=[N:3][CH:4]=1. The catalyst class is: 82. (3) Reactant: Cl.[NH2:2][OH:3].[K].[CH3:5][C:6]1([CH3:35])[CH2:15][CH2:14][C:13]([CH3:17])([CH3:16])[C:12]2[CH:11]=[C:10]([C:18]([NH:20][C:21]3[CH:26]=[CH:25][C:24]([C:27]([F:34])([F:33])[C:28]([O:30]CC)=O)=[CH:23][CH:22]=3)=[O:19])[CH:9]=[CH:8][C:7]1=2.Cl. Product: [OH:3][NH:2][C:28]([C:27]([F:33])([F:34])[C:24]1[CH:23]=[CH:22][C:21]([NH:20][C:18]([C:10]2[CH:9]=[CH:8][C:7]3[C:6]([CH3:5])([CH3:35])[CH2:15][CH2:14][C:13]([CH3:16])([CH3:17])[C:12]=3[CH:11]=2)=[O:19])=[CH:26][CH:25]=1)=[O:30]. The catalyst class is: 5. (4) Reactant: [CH3:1][O:2][C:3]1[CH:11]=[C:10]([NH:12][CH3:13])[C:9]([N+:14]([O-])=O)=[CH:8][C:4]=1[C:5]([OH:7])=[O:6]. Product: [NH2:14][C:9]1[C:10]([NH:12][CH3:13])=[CH:11][C:3]([O:2][CH3:1])=[C:4]([CH:8]=1)[C:5]([OH:7])=[O:6]. The catalyst class is: 358. (5) Reactant: C([S:4][CH2:5][C:6]1[CH:16]=[CH:15][C:9]([O:10][CH2:11][C:12]([NH2:14])=[O:13])=[C:8]([Cl:17])[CH:7]=1)(=O)C.[OH-].[Na+]. Product: [Cl:17][C:8]1[CH:7]=[C:6]([CH2:5][SH:4])[CH:16]=[CH:15][C:9]=1[O:10][CH2:11][C:12]([NH2:14])=[O:13]. The catalyst class is: 24. (6) Product: [CH3:14][O:15][C:16](=[O:21])[C@@H:17]([CH3:20])[CH2:18][O:19][Si:6]([C:9]([CH3:12])([CH3:11])[CH3:10])([CH3:8])[CH3:7]. The catalyst class is: 9. Reactant: N1C=CN=C1.[Si:6](Cl)([C:9]([CH3:12])([CH3:11])[CH3:10])([CH3:8])[CH3:7].[CH3:14][O:15][C:16](=[O:21])[C@@H:17]([CH3:20])[CH2:18][OH:19].O. (7) The catalyst class is: 795. Reactant: [N:1]1([C:16]([O:18][CH:19]2[CH:26]3[CH2:27][CH:22]4[CH2:23][CH:24]([CH2:28][CH:20]2[CH2:21]4)[CH2:25]3)=[O:17])[CH2:6][CH2:5][C:4]2([C:15]3[C:10](=[CH:11][CH:12]=[CH:13][CH:14]=3)[CH2:9][NH:8][CH2:7]2)[CH2:3][CH2:2]1.[CH2:29]([O:31][C:32]([C@@H:34]1[CH2:36][C@H:35]1[C:37](O)=[O:38])=[O:33])[CH3:30].CN(C(ON1N=NC2C=CC=NC1=2)=[N+](C)C)C.F[P-](F)(F)(F)(F)F.CCN(C(C)C)C(C)C. Product: [CH2:29]([O:31][C:32]([C@@H:34]1[CH2:36][C@H:35]1[C:37]([N:8]1[CH2:7][C:4]2([CH2:5][CH2:6][N:1]([C:16]([O:18][CH:19]3[CH:20]4[CH2:28][CH:24]5[CH2:23][CH:22]([CH2:27][CH:26]3[CH2:25]5)[CH2:21]4)=[O:17])[CH2:2][CH2:3]2)[C:15]2[C:10](=[CH:11][CH:12]=[CH:13][CH:14]=2)[CH2:9]1)=[O:38])=[O:33])[CH3:30]. (8) Reactant: [CH:1]([C@H:3]1[CH2:8][CH2:7][C@H:6]([CH2:9][C:10]([O:12][CH2:13][CH3:14])=[O:11])[CH2:5][CH2:4]1)=O.[C-:15]#[N:16].[Na+].[NH4+:18].[OH-].[NH4+].[Cl-]. Product: [NH2:18][CH:1]([C:15]#[N:16])[C@H:3]1[CH2:8][CH2:7][C@H:6]([CH2:9][C:10]([O:12][CH2:13][CH3:14])=[O:11])[CH2:5][CH2:4]1. The catalyst class is: 88. (9) Reactant: [CH3:1][O:2][CH:3]([O:6][CH3:7])[CH:4]=O.[CH3:8][C:9]([CH3:14])([CH3:13])[C@H:10]([NH2:12])[CH3:11]. Product: [CH3:1][O:2][CH:3]([O:6][CH3:7])[CH2:4][NH:12][C@@H:10]([C:9]([CH3:14])([CH3:13])[CH3:8])[CH3:11]. The catalyst class is: 19. (10) Reactant: [NH2:1][C:2]1[C:3]([C:12]([NH:14][C:15]2([C:18]([O:20][CH3:21])=[O:19])[CH2:17][CH2:16]2)=[O:13])=[CH:4][C:5]2[C:10]([CH:11]=1)=[CH:9][CH:8]=[CH:7][CH:6]=2.[N:22]([C:25]1[C:30]([CH3:31])=[CH:29][C:28]([CH3:32])=[CH:27][C:26]=1[CH3:33])=[C:23]=[O:24]. Product: [CH3:31][C:30]1[CH:29]=[C:28]([CH3:32])[CH:27]=[C:26]([CH3:33])[C:25]=1[NH:22][C:23]([NH:1][C:2]1[C:3]([C:12]([NH:14][C:15]2([C:18]([O:20][CH3:21])=[O:19])[CH2:16][CH2:17]2)=[O:13])=[CH:4][C:5]2[C:10]([CH:11]=1)=[CH:9][CH:8]=[CH:7][CH:6]=2)=[O:24]. The catalyst class is: 17.